From a dataset of Peptide-MHC class I binding affinity with 185,985 pairs from IEDB/IMGT. Regression. Given a peptide amino acid sequence and an MHC pseudo amino acid sequence, predict their binding affinity value. This is MHC class I binding data. (1) The peptide sequence is LTMDREMLY. The MHC is BoLA-T2a with pseudo-sequence BoLA-T2a. The binding affinity (normalized) is 0.251. (2) The peptide sequence is ATFRLECPY. The MHC is HLA-A02:01 with pseudo-sequence HLA-A02:01. The binding affinity (normalized) is 0.0847.